From a dataset of Reaction yield outcomes from USPTO patents with 853,638 reactions. Predict the reaction yield, written as a fraction of the theoretical maximum amount of product (1.0 means a 100% yield; for example, 0.34 means a 34% yield). (1) The reactants are [C:1]([O:5][C:6](=[O:20])[NH:7][C@@H:8]1[CH2:12][CH2:11][C@@H:10]([NH:13]C(OCC=C)=O)[CH2:9]1)([CH3:4])([CH3:3])[CH3:2].CN1C(=O)CC(=O)N(C)C1=O. The catalyst is C(Cl)Cl.C1C=CC([P]([Pd]([P](C2C=CC=CC=2)(C2C=CC=CC=2)C2C=CC=CC=2)([P](C2C=CC=CC=2)(C2C=CC=CC=2)C2C=CC=CC=2)[P](C2C=CC=CC=2)(C2C=CC=CC=2)C2C=CC=CC=2)(C2C=CC=CC=2)C2C=CC=CC=2)=CC=1. The product is [C:1]([O:5][C:6](=[O:20])[NH:7][C@@H:8]1[CH2:12][CH2:11][C@@H:10]([NH2:13])[CH2:9]1)([CH3:4])([CH3:2])[CH3:3]. The yield is 0.560. (2) The reactants are [I:1][C:2]1[CH:3]=[C:4]([C:12]2[N:16]=[C:15]([C:17]3[O:18][C:19]4[CH:25]=[C:24]([O:26][CH3:27])[CH:23]=[CH:22][C:20]=4[CH:21]=3)[O:14][N:13]=2)[CH:5]=[CH:6][C:7]=1[O:8]C(C)C.ClC1C=C(C2ON=C(C3C=CC(OC(C)C)=C(I)C=3)N=2)C=CC=1OCCC. No catalyst specified. The product is [I:1][C:2]1[CH:3]=[C:4]([C:12]2[N:16]=[C:15]([C:17]3[O:18][C:19]4[CH:25]=[C:24]([O:26][CH3:27])[CH:23]=[CH:22][C:20]=4[CH:21]=3)[O:14][N:13]=2)[CH:5]=[CH:6][C:7]=1[OH:8]. The yield is 0.650. (3) The reactants are Cl.[C:2]([N:6]1[CH:40]=[C:39]2[C:8]([C:9](=[O:41])[CH2:10][C:11]3([CH2:38]2)[CH2:16][CH2:15][N:14]([C:17]([C:19]2[CH:20]=[N:21][C:22]4[C:27]([CH:28]=2)=[CH:26][C:25]([O:29][CH2:30][C:31]([O:33]C(C)(C)C)=[O:32])=[CH:24][CH:23]=4)=[O:18])[CH2:13][CH2:12]3)=[N:7]1)([CH3:5])([CH3:4])[CH3:3]. No catalyst specified. The product is [C:2]([N:6]1[CH:40]=[C:39]2[C:8]([C:9](=[O:41])[CH2:10][C:11]3([CH2:38]2)[CH2:16][CH2:15][N:14]([C:17]([C:19]2[CH:20]=[N:21][C:22]4[C:27]([CH:28]=2)=[CH:26][C:25]([O:29][CH2:30][C:31]([OH:33])=[O:32])=[CH:24][CH:23]=4)=[O:18])[CH2:13][CH2:12]3)=[N:7]1)([CH3:5])([CH3:3])[CH3:4]. The yield is 1.00. (4) The reactants are CN(C(ON1N=NC2C=CC=NC1=2)=[N+](C)C)C.F[P-](F)(F)(F)(F)F.[NH2:25][C:26]1[CH:31]=[CH:30][C:29]([CH:32]([C:34]2[C:43]3[C:38](=[CH:39][C:40]([O:44][CH3:45])=[CH:41][CH:42]=3)[N:37]=[CH:36][CH:35]=2)[OH:33])=[CH:28][CH:27]=1.[CH3:46][C:47]1[N:51]([CH2:52][CH2:53][CH3:54])[N:50]([C:55]2[CH:60]=[CH:59][CH:58]=[CH:57][CH:56]=2)[C:49](=[O:61])[C:48]=1[C:62](O)=[O:63].C([O-])([O-])=O.[K+].[K+].[OH-].[Na+]. The catalyst is CN(C=O)C.ClCCl. The product is [OH:33][CH:32]([C:34]1[C:43]2[C:38](=[CH:39][C:40]([O:44][CH3:45])=[CH:41][CH:42]=2)[N:37]=[CH:36][CH:35]=1)[C:29]1[CH:28]=[CH:27][C:26]([NH:25][C:62]([C:48]2[C:49](=[O:61])[N:50]([C:55]3[CH:56]=[CH:57][CH:58]=[CH:59][CH:60]=3)[N:51]([CH2:52][CH2:53][CH3:54])[C:47]=2[CH3:46])=[O:63])=[CH:31][CH:30]=1. The yield is 0.907. (5) The reactants are Cl.Cl.[Cl:3][C:4]1[CH:9]=[CH:8][C:7]([C@@H:10]2[CH2:15][N:14](CC3C=CC=CC=3)[CH2:13][CH2:12][N:11]2[CH2:23][CH:24]=[CH2:25])=[CH:6][CH:5]=1.C1(C)C=CC=CC=1.[OH-].[Na+].[C:35](Cl)(=[O:39])[O:36][CH2:37][CH3:38]. The catalyst is O.CCCCCC. The product is [CH2:37]([O:36][C:35]([N:14]1[CH2:13][CH2:12][N:11]([CH2:23][CH:24]=[CH2:25])[C@H:10]([C:7]2[CH:6]=[CH:5][C:4]([Cl:3])=[CH:9][CH:8]=2)[CH2:15]1)=[O:39])[CH3:38]. The yield is 0.0700. (6) The reactants are [Na].[CH2:2]([OH:6])[CH2:3][CH2:4][CH3:5].Cl[C:8]1[N:16]=[C:15]2[C:11]([NH:12][CH:13]=[N:14]2)=[C:10]([NH2:17])[N:9]=1. The catalyst is O. The product is [CH2:2]([O:6][C:8]1[N:16]=[C:15]2[C:11]([NH:12][CH:13]=[N:14]2)=[C:10]([NH2:17])[N:9]=1)[CH2:3][CH2:4][CH3:5]. The yield is 0.760. (7) The reactants are C[O:2][C:3](=[O:24])[CH:4]([C:11]1[CH:16]=[CH:15][C:14]([S:17]([CH3:20])(=[O:19])=[O:18])=[C:13]([N+:21]([O-:23])=[O:22])[CH:12]=1)[CH2:5][CH:6]1[CH2:10][CH2:9][CH2:8][CH2:7]1.[OH-].[Li+].Cl.C(OCC)(=O)C. The catalyst is O1CCCC1.O. The product is [CH:6]1([CH2:5][CH:4]([C:11]2[CH:16]=[CH:15][C:14]([S:17]([CH3:20])(=[O:19])=[O:18])=[C:13]([N+:21]([O-:23])=[O:22])[CH:12]=2)[C:3]([OH:24])=[O:2])[CH2:10][CH2:9][CH2:8][CH2:7]1. The yield is 0.880. (8) The reactants are [N:1]([C:4]1[C:13]([C:14]2[CH:19]=[CH:18][C:17]([C:20]([N:22]3[CH2:27][CH2:26][O:25][CH2:24][CH2:23]3)=[O:21])=[CH:16][CH:15]=2)=[N:12][C:11]([Br:28])=[CH:10][C:5]=1[C:6]([O:8][CH3:9])=[O:7])=[N+]=[N-]. The catalyst is ClC1C=CC=CC=1Cl. The product is [Br:28][C:11]1[CH:10]=[C:5]([C:6]([O:8][CH3:9])=[O:7])[C:4]2[NH:1][C:15]3[CH:16]=[C:17]([C:20]([N:22]4[CH2:27][CH2:26][O:25][CH2:24][CH2:23]4)=[O:21])[CH:18]=[CH:19][C:14]=3[C:13]=2[N:12]=1. The yield is 0.450. (9) The reactants are Cl[C:2]1[C:3]2[N:4]([C:14]([CH2:18][CH2:19][C:20]([F:23])([F:22])[F:21])=[N:15][C:16]=2[CH3:17])[C:5]2[N:11]=[C:10]([O:12][CH3:13])[CH:9]=[CH:8][C:6]=2[N:7]=1.[CH3:24][Mg+].[Br-]. The catalyst is O1CCCC1. The product is [CH3:13][O:12][C:10]1[CH:9]=[CH:8][C:6]2[N:7]=[C:2]([CH3:24])[C:3]3[N:4]([C:14]([CH2:18][CH2:19][C:20]([F:23])([F:22])[F:21])=[N:15][C:16]=3[CH3:17])[C:5]=2[N:11]=1. The yield is 0.900. (10) The reactants are [C:1]1([CH:7]([C:29]2[CH:34]=[CH:33][CH:32]=[CH:31][CH:30]=2)[N:8]2[C:16]3[C:11](=[CH:12][C:13]([CH3:17])=[CH:14][CH:15]=3)[CH:10]([C:18]3[C:26]([OH:27])=[CH:25][C:21]4[O:22][CH2:23][O:24][C:20]=4[CH:19]=3)[C:9]2=[O:28])[CH:6]=[CH:5][CH:4]=[CH:3][CH:2]=1.[CH2:35]=[O:36].C(NC(C)C)(C)C. The catalyst is ClCCl. The product is [C:29]1([CH:7]([C:1]2[CH:2]=[CH:3][CH:4]=[CH:5][CH:6]=2)[N:8]2[C:16]3[C:11](=[CH:12][C:13]([CH3:17])=[CH:14][CH:15]=3)[C:10]([C:18]3[C:26]([OH:27])=[CH:25][C:21]4[O:22][CH2:23][O:24][C:20]=4[CH:19]=3)([CH2:35][OH:36])[C:9]2=[O:28])[CH:30]=[CH:31][CH:32]=[CH:33][CH:34]=1. The yield is 0.630.